Dataset: Full USPTO retrosynthesis dataset with 1.9M reactions from patents (1976-2016). Task: Predict the reactants needed to synthesize the given product. Given the product [CH3:19][C@H:10]([C:7]1[CH:8]=[CH:9][C:4]([NH:1][C:31]([C:30]2[CH:29]=[C:28]([F:27])[CH:36]=[C:35]([F:37])[CH:34]=2)=[O:32])=[CH:5][CH:6]=1)[CH2:11][NH:12][S:13]([CH:16]([CH3:18])[CH3:17])(=[O:15])=[O:14], predict the reactants needed to synthesize it. The reactants are: [N+:1]([C:4]1[CH:9]=[CH:8][C:7]([C@@H:10]([CH3:19])[CH2:11][NH:12][S:13]([CH:16]([CH3:18])[CH3:17])(=[O:15])=[O:14])=[CH:6][CH:5]=1)([O-])=O.C(N(CC)CC)C.[F:27][C:28]1[CH:29]=[C:30]([CH:34]=[C:35]([F:37])[CH:36]=1)[C:31](Cl)=[O:32].